The task is: Predict the reaction yield, written as a fraction of the theoretical maximum amount of product (1.0 means a 100% yield; for example, 0.34 means a 34% yield).. This data is from Reaction yield outcomes from USPTO patents with 853,638 reactions. The reactants are [Cl:1][C:2]1[CH:9]=[C:8]([N:10]([CH2:16][C:17]2[CH:22]=[CH:21][CH:20]=[CH:19][C:18]=2[Cl:23])[C@H:11]2[CH2:15][CH2:14][NH:13][CH2:12]2)[CH:7]=[CH:6][C:3]=1[C:4]#[N:5].I[CH2:25][CH2:26][C:27]([F:30])([F:29])[F:28]. No catalyst specified. The product is [Cl:1][C:2]1[CH:9]=[C:8]([N:10]([CH2:16][C:17]2[CH:22]=[CH:21][CH:20]=[CH:19][C:18]=2[Cl:23])[C@H:11]2[CH2:15][CH2:14][N:13]([CH2:25][CH2:26][C:27]([F:30])([F:29])[F:28])[CH2:12]2)[CH:7]=[CH:6][C:3]=1[C:4]#[N:5]. The yield is 0.760.